This data is from Forward reaction prediction with 1.9M reactions from USPTO patents (1976-2016). The task is: Predict the product of the given reaction. (1) Given the reactants [Cl:1][S:2]([OH:5])(=O)=[O:3].[C:6]1([C:12]2[C:16]([C:17]3[CH:22]=[CH:21][CH:20]=[CH:19][CH:18]=3)=[C:15]([CH3:23])[O:14][N:13]=2)[CH:11]=[CH:10][CH:9]=[CH:8][CH:7]=1.O, predict the reaction product. The product is: [CH3:23][C:15]1[O:14][N:13]=[C:12]([C:6]2[CH:11]=[CH:10][CH:9]=[CH:8][CH:7]=2)[C:16]=1[C:17]1[CH:22]=[CH:21][C:20]([S:2]([Cl:1])(=[O:5])=[O:3])=[CH:19][CH:18]=1. (2) Given the reactants [CH3:1][O:2][C:3]([C:5]1([C:9]2[CH:14]=[CH:13][C:12]([NH2:15])=[CH:11][CH:10]=2)[CH2:8][CH2:7][CH2:6]1)=[O:4].Cl[C:17]1[N:22]=[C:21]([N:23]2[CH2:28][CH2:27][O:26][CH2:25][CH2:24]2)[CH:20]=[C:19]([C:29]2[CH:34]=[CH:33][C:32]([F:35])=[CH:31][CH:30]=2)[N:18]=1, predict the reaction product. The product is: [CH3:1][O:2][C:3]([C:5]1([C:9]2[CH:10]=[CH:11][C:12]([NH:15][C:17]3[N:18]=[C:19]([C:29]4[CH:34]=[CH:33][C:32]([F:35])=[CH:31][CH:30]=4)[CH:20]=[C:21]([N:23]4[CH2:24][CH2:25][O:26][CH2:27][CH2:28]4)[N:22]=3)=[CH:13][CH:14]=2)[CH2:6][CH2:7][CH2:8]1)=[O:4].